This data is from Full USPTO retrosynthesis dataset with 1.9M reactions from patents (1976-2016). The task is: Predict the reactants needed to synthesize the given product. (1) Given the product [C:11]([C:10]1[C:2]([F:1])=[CH:3][CH:4]=[C:5]2[C:9]=1[NH:8][CH:7]=[C:6]2/[CH:13]=[CH:19]/[C:18]([O:17][CH2:15][CH3:16])=[O:39])#[N:12], predict the reactants needed to synthesize it. The reactants are: [F:1][C:2]1[C:10]([C:11]#[N:12])=[C:9]2[C:5]([C:6]([CH:13]=O)=[CH:7][NH:8]2)=[CH:4][CH:3]=1.[CH2:15]([O:17][C:18](=[O:39])[CH:19]=P(C1C=CC=CC=1)(C1C=CC=CC=1)C1C=CC=CC=1)[CH3:16]. (2) Given the product [CH3:13][O:14][C:15](=[O:27])[CH:16]([C:17]1[CH:18]=[CH:19][C:20]([S:23]([CH3:26])(=[O:24])=[O:25])=[CH:21][CH:22]=1)[CH2:29][CH:30]1[CH2:34][CH2:33][CH2:32][CH:31]1[O:35][CH:36]1[CH2:41][CH2:40][CH2:39][CH2:38][O:37]1, predict the reactants needed to synthesize it. The reactants are: C(NC(C)C)(C)C.C([Li])CCC.[CH3:13][O:14][C:15](=[O:27])[CH2:16][C:17]1[CH:22]=[CH:21][C:20]([S:23]([CH3:26])(=[O:25])=[O:24])=[CH:19][CH:18]=1.I[CH2:29][CH:30]1[CH2:34][CH2:33][CH2:32][CH:31]1[O:35][CH:36]1[CH2:41][CH2:40][CH2:39][CH2:38][O:37]1. (3) Given the product [OH:16][CH2:15][C:14]([NH:13][C:11]([C:10]1[C:4]2[C:5](=[N:6][CH:7]=[C:2]([N:39]3[C:47]4[C:42](=[CH:43][CH:44]=[CH:45][CH:46]=4)[CH:41]=[N:40]3)[N:3]=2)[N:8]([CH2:19][O:20][CH2:21][CH2:22][Si:23]([CH3:26])([CH3:25])[CH3:24])[CH:9]=1)=[O:12])([CH3:18])[CH3:17], predict the reactants needed to synthesize it. The reactants are: Br[C:2]1[N:3]=[C:4]2[C:10]([C:11]([NH:13][C:14]([CH3:18])([CH3:17])[CH2:15][OH:16])=[O:12])=[CH:9][N:8]([CH2:19][O:20][CH2:21][CH2:22][Si:23]([CH3:26])([CH3:25])[CH3:24])[C:5]2=[N:6][CH:7]=1.[I-].[Na+].CN[C@@H]1CCCC[C@H]1NC.[NH:39]1[C:47]2[C:42](=[CH:43][CH:44]=[CH:45][CH:46]=2)[CH:41]=[N:40]1.[O-]P([O-])([O-])=O.[K+].[K+].[K+]. (4) Given the product [Cl:1][C:2]1[CH:7]=[CH:6][C:5]([C:8]2[N:12]([CH2:13][C:14]3[CH:21]=[CH:20][C:17]([C:18]#[N:19])=[CH:16][C:15]=3[F:22])[C:11]3[CH:23]=[CH:24][CH:25]=[CH:26][C:10]=3[N:9]=2)=[C:4]([O:27][CH2:29][CH:30]2[CH2:34][CH2:33][CH2:32][CH2:31]2)[CH:3]=1, predict the reactants needed to synthesize it. The reactants are: [Cl:1][C:2]1[CH:7]=[CH:6][C:5]([C:8]2[N:12]([CH2:13][C:14]3[CH:21]=[CH:20][C:17]([C:18]#[N:19])=[CH:16][C:15]=3[F:22])[C:11]3[CH:23]=[CH:24][CH:25]=[CH:26][C:10]=3[N:9]=2)=[C:4]([OH:27])[CH:3]=1.I[CH2:29][CH:30]1[CH2:34][CH2:33][CH2:32][CH2:31]1. (5) Given the product [Br:20][C:10]1[C:11]([C:13]2[CH:14]=[N:15][CH:16]=[C:17]([F:19])[CH:18]=2)=[CH:12][C:7]([NH:6][C:4]([NH:3][CH2:1][CH3:2])=[O:5])=[N:8][CH:9]=1, predict the reactants needed to synthesize it. The reactants are: [CH2:1]([NH:3][C:4]([NH:6][C:7]1[CH:12]=[C:11]([C:13]2[CH:14]=[N:15][CH:16]=[C:17]([F:19])[CH:18]=2)[CH:10]=[CH:9][N:8]=1)=[O:5])[CH3:2].[Br:20]NC(=O)CCC(N)=O. (6) Given the product [CH:1]([C:4]1[C:8]([CH2:9][CH2:10][CH2:11][O:12][C:26]2[CH:27]=[C:28]([O:30][CH3:31])[CH:29]=[CH:24][C:25]=2[CH2:32][C:33]([OH:35])=[O:34])=[CH:7][N:6]([C:13]2[CH:18]=[CH:17][C:16]([C:19]([F:21])([F:20])[F:22])=[CH:15][N:14]=2)[N:5]=1)([CH3:3])[CH3:2], predict the reactants needed to synthesize it. The reactants are: [CH:1]([C:4]1[C:8]([CH2:9][CH2:10][CH2:11][OH:12])=[CH:7][N:6]([C:13]2[CH:18]=[CH:17][C:16]([C:19]([F:22])([F:21])[F:20])=[CH:15][N:14]=2)[N:5]=1)([CH3:3])[CH3:2].O[C:24]1[CH:29]=[C:28]([O:30][CH3:31])[CH:27]=[CH:26][C:25]=1[CH2:32][C:33]([O:35]C)=[O:34].C(P(CCCC)CCCC)CCC.N(C(N1CCCCC1)=O)=NC(N1CCCCC1)=O.